This data is from Forward reaction prediction with 1.9M reactions from USPTO patents (1976-2016). The task is: Predict the product of the given reaction. Given the reactants C(OC(=O)[NH:7][CH2:8][C:9](=[O:26])[NH:10][C:11]1[CH:16]=[CH:15][C:14]([O:17][CH2:18][C:19]2[CH:24]=[CH:23][CH:22]=[C:21]([F:25])[CH:20]=2)=[CH:13][CH:12]=1)(C)(C)C.Cl.C(=O)([O-])[O-].[Na+].[Na+], predict the reaction product. The product is: [NH2:7][CH2:8][C:9]([NH:10][C:11]1[CH:12]=[CH:13][C:14]([O:17][CH2:18][C:19]2[CH:24]=[CH:23][CH:22]=[C:21]([F:25])[CH:20]=2)=[CH:15][CH:16]=1)=[O:26].